Task: Binary Classification. Given a T-cell receptor sequence (or CDR3 region) and an epitope sequence, predict whether binding occurs between them.. Dataset: TCR-epitope binding with 47,182 pairs between 192 epitopes and 23,139 TCRs (1) The TCR CDR3 sequence is CASSYEVGGYTF. The epitope is TLIGDCATV. Result: 1 (the TCR binds to the epitope). (2) The epitope is HLVDFQVTI. The TCR CDR3 sequence is CASSSDSEAFF. Result: 0 (the TCR does not bind to the epitope). (3) The epitope is RAKFKQLL. The TCR CDR3 sequence is CASSLEGSYEQYF. Result: 1 (the TCR binds to the epitope). (4) The epitope is ELAGIGILTV. The TCR CDR3 sequence is CSARESAYNSPLHF. Result: 1 (the TCR binds to the epitope). (5) The epitope is GLCTLVAML. The TCR CDR3 sequence is CASSQEVSSGGAETQYF. Result: 0 (the TCR does not bind to the epitope). (6) The epitope is TPGPGVRYPL. The TCR CDR3 sequence is CSGDLNTEAFF. Result: 0 (the TCR does not bind to the epitope). (7) The epitope is LVLSVNPYV. The TCR CDR3 sequence is CASSPDIVAFF. Result: 0 (the TCR does not bind to the epitope). (8) The epitope is GILGFVFTL. The TCR CDR3 sequence is CASSIFWRGEQFF. Result: 1 (the TCR binds to the epitope). (9) The epitope is IPRRNVATL. The TCR CDR3 sequence is CASSPGTSGGGTGELFF. Result: 1 (the TCR binds to the epitope). (10) The epitope is WICLLQFAY. The TCR CDR3 sequence is CSVSGREGRSYNEQFF. Result: 1 (the TCR binds to the epitope).